This data is from Full USPTO retrosynthesis dataset with 1.9M reactions from patents (1976-2016). The task is: Predict the reactants needed to synthesize the given product. (1) Given the product [F:35][C:30]1[C:29]([C:19]2[CH:20]=[C:21]3[C@:22]4([N:27]=[C:26]([NH2:28])[CH2:25][O:24][CH2:23]4)[C:11]4[C:12](=[N:13][CH:14]=[C:9]([N:5]5[CH2:6][CH2:7][C@@H:3]([F:2])[CH2:4]5)[CH:10]=4)[O:15][C:16]3=[CH:17][CH:18]=2)=[CH:34][CH:33]=[CH:32][N:31]=1, predict the reactants needed to synthesize it. The reactants are: Cl.[F:2][C@@H:3]1[CH2:7][CH2:6][NH:5][CH2:4]1.Br[C:9]1[CH:10]=[C:11]2[C@@:22]3([N:27]=[C:26]([NH2:28])[CH2:25][O:24][CH2:23]3)[C:21]3[C:16](=[CH:17][CH:18]=[C:19]([C:29]4[C:30]([F:35])=[N:31][CH:32]=[CH:33][CH:34]=4)[CH:20]=3)[O:15][C:12]2=[N:13][CH:14]=1.[Li+].C[Si]([N-][Si](C)(C)C)(C)C. (2) Given the product [N+:1]([C:4]1[CH:5]=[CH:6][C:7]([CH:10]([CH3:14])[C:11]([O:13][C:24]([CH3:27])([CH3:26])[CH3:25])=[O:12])=[CH:8][CH:9]=1)([O-:3])=[O:2], predict the reactants needed to synthesize it. The reactants are: [N+:1]([C:4]1[CH:9]=[CH:8][C:7]([CH:10]([CH3:14])[C:11]([OH:13])=[O:12])=[CH:6][CH:5]=1)([O-:3])=[O:2].CN(C1C=CC=CN=1)C.[C:24](O)([CH3:27])([CH3:26])[CH3:25].Cl.C(N=C=NCCCN(C)C)C.